Dataset: Reaction yield outcomes from USPTO patents with 853,638 reactions. Task: Predict the reaction yield, written as a fraction of the theoretical maximum amount of product (1.0 means a 100% yield; for example, 0.34 means a 34% yield). The reactants are [CH3:1][C:2]1[N:7]=[C:6]([NH:8][CH3:9])[C:5]([NH2:10])=[CH:4][CH:3]=1.CC(O[N:16]=O)(C)C.C(O)(=O)C.C(=O)([O-])O.[Na+]. The catalyst is ClCCl.C(O)C. The product is [CH3:9][N:8]1[C:6]2=[N:7][C:2]([CH3:1])=[CH:3][CH:4]=[C:5]2[N:10]=[N:16]1. The yield is 0.760.